From a dataset of Forward reaction prediction with 1.9M reactions from USPTO patents (1976-2016). Predict the product of the given reaction. (1) Given the reactants [CH3:1][O:2][C:3]1[C:4]([NH:12][NH:13][C:14](=O)[CH3:15])=[N:5][CH:6]=[C:7]([N+:9]([O-:11])=[O:10])[CH:8]=1.CCN(C(C)C)C(C)C.O=P(Cl)(Cl)Cl.C([O-])(O)=O.[Na+], predict the reaction product. The product is: [CH3:1][O:2][C:3]1[C:4]2[N:5]([C:14]([CH3:15])=[N:13][N:12]=2)[CH:6]=[C:7]([N+:9]([O-:11])=[O:10])[CH:8]=1. (2) Given the reactants [Cl:1][C:2]1[CH:20]=[CH:19][C:5]([CH2:6][N:7]2[C:15]3[C:10](=[CH:11][CH:12]=[CH:13][CH:14]=3)[CH:9]=[C:8]2[C:16]([OH:18])=O)=[CH:4][CH:3]=1.C(N=C=NCCCN(C)C)C.O.ON1C2C=CC=CC=2N=N1.C(N(CC)C(C)C)(C)C.[NH:52]1[CH2:57][CH2:56][CH:55]([C:58]([O:60][CH2:61][CH3:62])=[O:59])[CH2:54][CH2:53]1, predict the reaction product. The product is: [Cl:1][C:2]1[CH:20]=[CH:19][C:5]([CH2:6][N:7]2[C:15]3[C:10](=[CH:11][CH:12]=[CH:13][CH:14]=3)[CH:9]=[C:8]2[C:16]([N:52]2[CH2:57][CH2:56][CH:55]([C:58]([O:60][CH2:61][CH3:62])=[O:59])[CH2:54][CH2:53]2)=[O:18])=[CH:4][CH:3]=1. (3) Given the reactants [Cl:1][C:2]1[CH:7]=[CH:6][C:5]([S:8][C:9]2[CH:36]=[CH:35][CH:34]=[CH:33][C:10]=2[CH2:11][N:12]2[C:16]([CH3:18])([CH3:17])[C:15](=[O:19])[N:14]([C:20]3[CH:27]=[CH:26][C:23]([C:24]#[N:25])=[C:22]([C:28]([F:31])([F:30])[F:29])[CH:21]=3)[C:13]2=[O:32])=[CH:4][CH:3]=1.[O-:37]S(OOS([O-])(=O)=O)(=O)=O.[K+].[K+], predict the reaction product. The product is: [Cl:1][C:2]1[CH:7]=[CH:6][C:5]([S:8]([C:9]2[CH:36]=[CH:35][CH:34]=[CH:33][C:10]=2[CH2:11][N:12]2[C:16]([CH3:18])([CH3:17])[C:15](=[O:19])[N:14]([C:20]3[CH:27]=[CH:26][C:23]([C:24]#[N:25])=[C:22]([C:28]([F:30])([F:31])[F:29])[CH:21]=3)[C:13]2=[O:32])=[O:37])=[CH:4][CH:3]=1. (4) Given the reactants Cl.C[Si](C)(C)CCOC[N:8]1[C:12]2=[N:13][CH:14]=[CH:15][C:16]([C:17]3[CH:18]=[N:19][N:20]([C:22]4([CH2:26][C:27]#[N:28])[CH2:25][NH:24][CH2:23]4)[CH:21]=3)=[C:11]2[CH:10]=[CH:9]1.Br[C:32]1[CH:33]=[CH:34][C:35]([C:38]([NH:40][C:41]2([C:44]([F:47])([F:46])[F:45])[CH2:43][CH2:42]2)=[O:39])=[N:36][CH:37]=1.C(=O)([O-])[O-].[Cs+].[Cs+].C1C=CC(P(C2C=CC3C(=CC=CC=3)C=2C2C3C(=CC=CC=3)C=CC=2P(C2C=CC=CC=2)C2C=CC=CC=2)C2C=CC=CC=2)=CC=1, predict the reaction product. The product is: [C:27]([CH2:26][C:22]1([N:20]2[CH:21]=[C:17]([C:16]3[CH:15]=[CH:14][N:13]=[C:12]4[NH:8][CH:9]=[CH:10][C:11]=34)[CH:18]=[N:19]2)[CH2:25][N:24]([C:32]2[CH:33]=[CH:34][C:35]([C:38]([NH:40][C:41]3([C:44]([F:47])([F:45])[F:46])[CH2:43][CH2:42]3)=[O:39])=[N:36][CH:37]=2)[CH2:23]1)#[N:28]. (5) Given the reactants [OH:1][C:2]1[CH:7]=[CH:6][C:5]([C@@H:8]([CH:15]=[C:16]([CH3:18])[CH3:17])[CH2:9][C:10]([O:12][CH2:13][CH3:14])=[O:11])=[CH:4][CH:3]=1.CCOC(C)=O, predict the reaction product. The product is: [OH:1][C:2]1[CH:3]=[CH:4][C:5]([C@@H:8]([CH2:15][CH:16]([CH3:17])[CH3:18])[CH2:9][C:10]([O:12][CH2:13][CH3:14])=[O:11])=[CH:6][CH:7]=1. (6) Given the reactants [C:1]1([C:7]2[C:15]3[C:10](=[CH:11][C:12]([C:16]([OH:18])=[O:17])=[CH:13][CH:14]=3)[NH:9][CH:8]=2)[CH2:6][CH2:5][CH2:4][CH2:3][CH:2]=1.[C:19]([O-])([O-])=O.[K+].[K+].CI, predict the reaction product. The product is: [C:1]1([C:7]2[C:15]3[C:10](=[CH:11][C:12]([C:16]([O:18][CH3:19])=[O:17])=[CH:13][CH:14]=3)[NH:9][CH:8]=2)[CH2:6][CH2:5][CH2:4][CH2:3][CH:2]=1. (7) Given the reactants [Br:1][C:2]1[CH:7]=[CH:6][C:5]([C:8]2[NH:12][N:11]=[N:10][N:9]=2)=[CH:4][CH:3]=1.[CH3:13][O:14][CH2:15]Br.[OH-].[Na+].O, predict the reaction product. The product is: [Br:1][C:2]1[CH:7]=[CH:6][C:5]([C:8]2[N:9]=[N:10][N:11]([CH2:13][O:14][CH3:15])[N:12]=2)=[CH:4][CH:3]=1. (8) Given the reactants [F:1][C:2]1[CH:3]=[C:4]([C:13]2[C:21]3[C:16](=[CH:17][CH:18]=[C:19]([N+:22]([O-])=O)[CH:20]=3)[N:15]([C:25]([C:38]3[CH:43]=[CH:42][CH:41]=[CH:40][CH:39]=3)([C:32]3[CH:37]=[CH:36][CH:35]=[CH:34][CH:33]=3)[C:26]3[CH:31]=[CH:30][CH:29]=[CH:28][CH:27]=3)[N:14]=2)[CH:5]=[CH:6][C:7]=1[O:8][CH2:9][CH2:10][O:11][CH3:12], predict the reaction product. The product is: [F:1][C:2]1[CH:3]=[C:4]([C:13]2[C:21]3[C:16](=[CH:17][CH:18]=[C:19]([NH2:22])[CH:20]=3)[N:15]([C:25]([C:26]3[CH:27]=[CH:28][CH:29]=[CH:30][CH:31]=3)([C:38]3[CH:39]=[CH:40][CH:41]=[CH:42][CH:43]=3)[C:32]3[CH:37]=[CH:36][CH:35]=[CH:34][CH:33]=3)[N:14]=2)[CH:5]=[CH:6][C:7]=1[O:8][CH2:9][CH2:10][O:11][CH3:12]. (9) Given the reactants [C:1]([O:5][C:6](=[O:15])[CH2:7][N:8]1[CH2:13][CH2:12][NH:11][CH2:10][C:9]1=[O:14])([CH3:4])([CH3:3])[CH3:2].C(N(CC)CC)C.[Cl:23][C:24]1[CH:36]=[CH:35][C:27]2[CH:28]=[C:29]([S:31](Cl)(=[O:33])=[O:32])[S:30][C:26]=2[CH:25]=1.C(OCC)(=O)C.CCCCCC, predict the reaction product. The product is: [C:1]([O:5][C:6](=[O:15])[CH2:7][N:8]1[CH2:13][CH2:12][N:11]([S:31]([C:29]2[S:30][C:26]3[CH:25]=[C:24]([Cl:23])[CH:36]=[CH:35][C:27]=3[CH:28]=2)(=[O:33])=[O:32])[CH2:10][C:9]1=[O:14])([CH3:4])([CH3:2])[CH3:3].